From a dataset of Reaction yield outcomes from USPTO patents with 853,638 reactions. Predict the reaction yield, written as a fraction of the theoretical maximum amount of product (1.0 means a 100% yield; for example, 0.34 means a 34% yield). (1) The reactants are [OH:1][C:2]1[CH:3]=[C:4]([C:10](=O)[CH3:11])[CH:5]=[CH:6][C:7]=1[O:8][CH3:9].Cl.[F:14][C:15]1[CH:23]=[CH:22][C:18]([CH2:19][O:20][NH2:21])=[CH:17][CH:16]=1. No catalyst specified. The product is [F:14][C:15]1[CH:23]=[CH:22][C:18]([CH2:19][O:20]/[N:21]=[C:10](/[C:4]2[CH:5]=[CH:6][C:7]([O:8][CH3:9])=[C:2]([OH:1])[CH:3]=2)\[CH3:11])=[CH:17][CH:16]=1. The yield is 0.800. (2) The reactants are [CH3:1][N:2]([CH3:16])[S:3]([C:6]1[CH:7]=[C:8]2[C:12](=[CH:13][CH:14]=1)[NH:11][C:10](=[O:15])[CH2:9]2)(=[O:5])=[O:4].[CH2:17]([N:19]([CH2:34][CH3:35])[CH2:20][CH2:21][NH:22][C:23]([C:25]1[C:29]([CH3:30])=[C:28]([CH:31]=O)[NH:27][C:26]=1[CH3:33])=[O:24])[CH3:18]. No catalyst specified. The product is [CH2:34]([N:19]([CH2:17][CH3:18])[CH2:20][CH2:21][NH:22][C:23]([C:25]1[C:29]([CH3:30])=[C:28]([CH:31]=[C:9]2[C:8]3[C:12](=[CH:13][CH:14]=[C:6]([S:3](=[O:5])(=[O:4])[N:2]([CH3:16])[CH3:1])[CH:7]=3)[NH:11][C:10]2=[O:15])[NH:27][C:26]=1[CH3:33])=[O:24])[CH3:35]. The yield is 0.430. (3) The reactants are [CH:1]1[C:17]2[C:16]3[C:15]4[C:14]5[CH:18]=[CH:19][CH:20]=[CH:21][C:13]=5[CH:12]=[CH:11][C:10]=4[NH:9][C:8]=3[CH:7]=[CH:6][C:5]=2[CH:4]=[CH:3][CH:2]=1.[Br:22][C:23]1[CH:28]=[CH:27][C:26](I)=[CH:25][CH:24]=1.CC(C)([O-])C.[Na+].C1(C)C=C(C)C=C(C)C=1.C(P(C(C)(C)C)C(C)(C)C)(C)(C)C. The catalyst is C1(C)C=CC=CC=1.C1C=CC(/C=C/C(/C=C/C2C=CC=CC=2)=O)=CC=1.C1C=CC(/C=C/C(/C=C/C2C=CC=CC=2)=O)=CC=1.[Pd].O.CCCCCC. The product is [Br:22][C:23]1[CH:28]=[CH:27][C:26]([N:9]2[C:8]3[CH:7]=[CH:6][C:5]4[CH:4]=[CH:3][CH:2]=[CH:1][C:17]=4[C:16]=3[C:15]3[C:14]4[CH:18]=[CH:19][CH:20]=[CH:21][C:13]=4[CH:12]=[CH:11][C:10]2=3)=[CH:25][CH:24]=1. The yield is 0.380. (4) The reactants are [C:1](OC(=O)C)(=[O:3])[CH3:2].[OH:8][C:9]1[CH:14]=[CH:13][C:12]([C:15]2[CH:20]=[CH:19][CH:18]=[CH:17][CH:16]=2)=[CH:11][C:10]=1[CH2:21][CH2:22][CH3:23].N1C=CC=CC=1. The catalyst is CN(C1C=CN=CC=1)C. The product is [C:1]([O:8][C:9]1[CH:14]=[CH:13][C:12]([C:15]2[CH:20]=[CH:19][CH:18]=[CH:17][CH:16]=2)=[CH:11][C:10]=1[CH2:21][CH2:22][CH3:23])(=[O:3])[CH3:2]. The yield is 0.898. (5) The reactants are [OH:1][C:2]1[C:7]([CH2:8][NH:9][C:10](=[O:26])[C:11]2[CH:16]=[CH:15][C:14]([CH:17]([N:19]3[CH:24]=[CH:23][CH:22]=[CH:21][C:20]3=[O:25])[CH3:18])=[CH:13][CH:12]=2)=[C:6]([CH3:27])[CH:5]=[C:4]([CH3:28])[N:3]=1. The catalyst is CO.[Pd]. The product is [OH:1][C:2]1[C:7]([CH2:8][NH:9][C:10](=[O:26])[C:11]2[CH:12]=[CH:13][C:14]([CH:17]([N:19]3[CH2:24][CH2:23][CH2:22][CH2:21][C:20]3=[O:25])[CH3:18])=[CH:15][CH:16]=2)=[C:6]([CH3:27])[CH:5]=[C:4]([CH3:28])[N:3]=1. The yield is 0.670. (6) The yield is 0.930. The catalyst is C1(C)C=CC=CC=1. The reactants are [NH2:1][CH2:2][CH2:3][CH2:4][CH2:5][CH2:6][C:7]([OH:9])=[O:8].[C:10]1(=O)[O:15][C:13](=[O:14])[C:12]2=[CH:16][CH:17]=[CH:18][CH:19]=[C:11]12.C(N(CC)CC)C. The product is [O:14]=[C:13]1[C:12]2[C:11](=[CH:19][CH:18]=[CH:17][CH:16]=2)[C:10](=[O:15])[N:1]1[CH2:2][CH2:3][CH2:4][CH2:5][CH2:6][C:7]([OH:9])=[O:8]. (7) The reactants are [CH3:1][O:2][C:3]1[CH:10]=[C:9]([N+:11]([O-])=O)[CH:8]=[CH:7][C:4]=1[C:5]#[N:6].Cl.C(=O)([O-])O.[Na+]. The catalyst is C(O)C.[Fe]. The product is [NH2:11][C:9]1[CH:8]=[CH:7][C:4]([C:5]#[N:6])=[C:3]([O:2][CH3:1])[CH:10]=1. The yield is 0.730.